Dataset: Catalyst prediction with 721,799 reactions and 888 catalyst types from USPTO. Task: Predict which catalyst facilitates the given reaction. Reactant: [C:1]([N:4]1[C:13]2[C:8](=[CH:9][C:10]([C:14]3[CH:15]=[CH:16][C:17]([C:20]([OH:22])=O)=[N:18][CH:19]=3)=[CH:11][CH:12]=2)[C@H:7]([NH:23][C:24]2[CH:29]=[N:28][C:27]([C:30]#[N:31])=[CH:26][N:25]=2)[CH2:6][C@@H:5]1[CH3:32])(=[O:3])[CH3:2].CN(C(ON1N=NC2C=CC=NC1=2)=[N+](C)C)C.F[P-](F)(F)(F)(F)F.CCN(C(C)C)C(C)C.[NH2:66][CH2:67][CH2:68][OH:69]. Product: [C:1]([N:4]1[C:13]2[C:8](=[CH:9][C:10]([C:14]3[CH:15]=[CH:16][C:17]([C:20]([NH:66][CH2:67][CH2:68][OH:69])=[O:22])=[N:18][CH:19]=3)=[CH:11][CH:12]=2)[C@H:7]([NH:23][C:24]2[CH:29]=[N:28][C:27]([C:30]#[N:31])=[CH:26][N:25]=2)[CH2:6][C@@H:5]1[CH3:32])(=[O:3])[CH3:2]. The catalyst class is: 3.